Dataset: Peptide-MHC class II binding affinity with 134,281 pairs from IEDB. Task: Regression. Given a peptide amino acid sequence and an MHC pseudo amino acid sequence, predict their binding affinity value. This is MHC class II binding data. The peptide sequence is DEYVEQVAQYKALPV. The MHC is HLA-DQA10102-DQB10502 with pseudo-sequence HLA-DQA10102-DQB10502. The binding affinity (normalized) is 0.462.